Dataset: Reaction yield outcomes from USPTO patents with 853,638 reactions. Task: Predict the reaction yield, written as a fraction of the theoretical maximum amount of product (1.0 means a 100% yield; for example, 0.34 means a 34% yield). (1) The reactants are [CH2:1]([NH:3][C:4]([C:6]1[C:10]([C:11]2[CH:16]=[CH:15][C:14]([CH2:17][N:18]3[CH2:23][CH2:22][O:21][CH2:20][CH2:19]3)=[CH:13][CH:12]=2)=[C:9]([C:24]2[CH:29]=[C:28]([CH:30]([CH3:32])[CH3:31])[C:27]([OH:33])=[CH:26][C:25]=2[OH:34])[O:8][N:7]=1)=[O:5])[CH3:2].[CH3:35][S:36]([OH:39])(=[O:38])=[O:37]. The catalyst is CC(C)=O.O. The product is [S:36]([OH:39])(=[O:38])(=[O:37])[CH3:35].[CH2:1]([NH:3][C:4]([C:6]1[C:10]([C:11]2[CH:16]=[CH:15][C:14]([CH2:17][N:18]3[CH2:23][CH2:22][O:21][CH2:20][CH2:19]3)=[CH:13][CH:12]=2)=[C:9]([C:24]2[CH:29]=[C:28]([CH:30]([CH3:31])[CH3:32])[C:27]([OH:33])=[CH:26][C:25]=2[OH:34])[O:8][N:7]=1)=[O:5])[CH3:2]. The yield is 0.850. (2) The yield is 0.380. The catalyst is C(O)(=O)C.C1(C)C=CC=CC=1. The reactants are [F:1][C:2]1[CH:3]=[C:4]([C:20]2[C:21]([C:26]#[N:27])=[CH:22][CH:23]=[CH:24][CH:25]=2)[CH:5]=[CH:6][C:7]=1[CH2:8][N:9]1[C:14](=[O:15])[CH:13]=[C:12]([CH3:16])[N:11]=[C:10]1[CH2:17][CH2:18][CH3:19].C([O-])(=O)C.[Na+].[Br:33]Br. The product is [Br:33][C:13]1[C:14](=[O:15])[N:9]([CH2:8][C:7]2[CH:6]=[CH:5][C:4]([C:20]3[C:21]([C:26]#[N:27])=[CH:22][CH:23]=[CH:24][CH:25]=3)=[CH:3][C:2]=2[F:1])[C:10]([CH2:17][CH2:18][CH3:19])=[N:11][C:12]=1[CH3:16]. (3) The catalyst is C1COCC1. The reactants are [C:1]([CH2:3][C:4]([O:6][CH2:7][CH3:8])=[O:5])#[N:2].Br[CH2:10][C:11]1[CH:16]=[CH:15][CH:14]=[C:13]([Cl:17])[C:12]=1[Cl:18].C(=O)([O-])[O-].[K+].[K+]. The yield is 0.180. The product is [C:1]([CH:3]([CH2:10][C:11]1[CH:16]=[CH:15][CH:14]=[C:13]([Cl:17])[C:12]=1[Cl:18])[C:4]([O:6][CH2:7][CH3:8])=[O:5])#[N:2].